This data is from Reaction yield outcomes from USPTO patents with 853,638 reactions. The task is: Predict the reaction yield, written as a fraction of the theoretical maximum amount of product (1.0 means a 100% yield; for example, 0.34 means a 34% yield). (1) The reactants are C1C=CC2N(O)N=NC=2C=1.CCN(C(C)C)C(C)C.[C:20]1([C:26]2[NH:30][N:29]=[C:28]([C:31]([OH:33])=O)[CH:27]=2)[CH:25]=[CH:24][CH:23]=[CH:22][CH:21]=1.Cl.CCN=C=NCCCN(C)C.Cl.Cl.[NH2:48][CH2:49][C:50]([N:52]1[CH2:57][CH2:56][N:55]([C:58](=[O:67])[C:59]2[CH:64]=[C:63]([Cl:65])[CH:62]=[CH:61][C:60]=2[Cl:66])[CH2:54][CH2:53]1)=[O:51]. The catalyst is CN(C=O)C.O. The product is [Cl:66][C:60]1[CH:61]=[CH:62][C:63]([Cl:65])=[CH:64][C:59]=1[C:58]([N:55]1[CH2:54][CH2:53][N:52]([C:50](=[O:51])[CH2:49][NH:48][C:31]([C:28]2[CH:27]=[C:26]([C:20]3[CH:21]=[CH:22][CH:23]=[CH:24][CH:25]=3)[NH:30][N:29]=2)=[O:33])[CH2:57][CH2:56]1)=[O:67]. The yield is 0.895. (2) The reactants are [CH3:1][C:2]1[CH:7]=[C:6]([CH3:8])[CH:5]=[C:4]([CH3:9])[C:3]=1[C:10]1[CH:15]=[CH:14][C:13]([C:16]([F:19])([F:18])[F:17])=[CH:12][CH:11]=1.[Br-:20].[Li+].[B-](F)(F)(F)F.[B-](F)(F)(F)F.C1[N+]2(CCl)CC[N+](F)(CC2)C1. The catalyst is CC#N. The product is [Br:20][C:7]1[C:2]([CH3:1])=[C:3]([C:10]2[CH:15]=[CH:14][C:13]([C:16]([F:17])([F:18])[F:19])=[CH:12][CH:11]=2)[C:4]([CH3:9])=[CH:5][C:6]=1[CH3:8]. The yield is 0.833. (3) The reactants are [N+:1]([C:4]1[CH:5]=[C:6]2[C:11](=[CH:12][C:13]=1[C:14]([F:17])([F:16])[F:15])[NH:10][C:9](=[O:18])[N:8]([NH:19][S:20]([CH3:23])(=[O:22])=[O:21])[C:7]2=[O:24])([O-])=O. The catalyst is C(O)C.C(O)(=O)C.[Pd]. The product is [NH2:1][C:4]1[CH:5]=[C:6]2[C:11](=[CH:12][C:13]=1[C:14]([F:16])([F:15])[F:17])[NH:10][C:9](=[O:18])[N:8]([NH:19][S:20]([CH3:23])(=[O:22])=[O:21])[C:7]2=[O:24]. The yield is 0.610. (4) The reactants are [NH2:1][C:2]1[N:3]=[C:4]([NH:20][C:21]2[CH:26]=[CH:25][C:24]([S:27](=[O:30])(=[O:29])[NH2:28])=[CH:23][CH:22]=2)[S:5][C:6]=1[C:7]([C:9]1[CH:19]=[CH:18][C:12]([C:13]([O:15]CC)=[O:14])=[CH:11][CH:10]=1)=[O:8].[OH-].[Na+].Cl. The catalyst is CO. The product is [NH2:1][C:2]1[N:3]=[C:4]([NH:20][C:21]2[CH:26]=[CH:25][C:24]([S:27](=[O:29])(=[O:30])[NH2:28])=[CH:23][CH:22]=2)[S:5][C:6]=1[C:7]([C:9]1[CH:10]=[CH:11][C:12]([C:13]([OH:15])=[O:14])=[CH:18][CH:19]=1)=[O:8]. The yield is 0.700. (5) The reactants are [CH2:1]([C:3]1[C:8]([CH2:9][S:10][C:11]2[N:16]=[C:15]([OH:17])[CH:14]=[C:13]([CH3:18])[N:12]=2)=[C:7]([CH2:19][CH3:20])[CH:6]=[CH:5][N:4]=1)[CH3:2].[ClH:21].O1CCOCC1. The catalyst is CO. The product is [ClH:21].[CH2:1]([C:3]1[C:8]([CH2:9][S:10][C:11]2[N:16]=[C:15]([OH:17])[CH:14]=[C:13]([CH3:18])[N:12]=2)=[C:7]([CH2:19][CH3:20])[CH:6]=[CH:5][N:4]=1)[CH3:2]. The yield is 0.960. (6) The product is [OH:17][CH:12]1[CH2:13][CH2:14][CH2:15][C:16]2[N:8]([C:4]3[CH:5]=[CH:6][CH:7]=[C:2]([C:24]#[C:23][C@:25]4([OH:32])[CH2:29][CH2:28][N:27]([CH3:30])[C:26]4=[O:31])[CH:3]=3)[N:9]=[C:10]([C:18]([O:20][CH2:21][CH3:22])=[O:19])[C:11]1=2. The yield is 0.700. No catalyst specified. The reactants are Br[C:2]1[CH:3]=[C:4]([N:8]2[C:16]3[CH2:15][CH2:14][CH2:13][CH:12]([OH:17])[C:11]=3[C:10]([C:18]([O:20][CH2:21][CH3:22])=[O:19])=[N:9]2)[CH:5]=[CH:6][CH:7]=1.[C:23]([C@:25]1([OH:32])[CH2:29][CH2:28][N:27]([CH3:30])[C:26]1=[O:31])#[CH:24]. (7) The reactants are Cl[C:2]1[N:7]=[C:6]([NH:8][CH2:9][C:10]2[CH:14]=[C:13]([CH3:15])[O:12][C:11]=2[CH3:16])[C:5]([F:17])=[CH:4][N:3]=1.[NH2:18][C:19]1[CH:20]=[C:21]([OH:25])[CH:22]=[CH:23][CH:24]=1. No catalyst specified. The product is [CH3:16][C:11]1[O:12][C:13]([CH3:15])=[CH:14][C:10]=1[CH2:9][NH:8][C:6]1[C:5]([F:17])=[CH:4][N:3]=[C:2]([NH:18][C:19]2[CH:24]=[CH:23][CH:22]=[C:21]([OH:25])[CH:20]=2)[N:7]=1. The yield is 0.510. (8) The reactants are [NH2:1][C:2]1[CH:7]=[CH:6][C:5]([Br:8])=[CH:4][C:3]=1[CH2:9][OH:10].Cl[C:12](Cl)([O:14]C(=O)OC(Cl)(Cl)Cl)Cl. The catalyst is C1COCC1. The product is [Br:8][C:5]1[CH:6]=[CH:7][C:2]2[NH:1][C:12](=[O:14])[O:10][CH2:9][C:3]=2[CH:4]=1. The yield is 0.960.